Dataset: Forward reaction prediction with 1.9M reactions from USPTO patents (1976-2016). Task: Predict the product of the given reaction. (1) Given the reactants [C:1]([O:5][C:6]([N:8]1[CH2:13][CH2:12][CH:11]([NH:14][S:15]([C:18]2[C:27]3[CH2:26][CH2:25][CH2:24][CH2:23][C:22]=3[C:21](F)=[CH:20][CH:19]=2)(=[O:17])=[O:16])[CH2:10][CH2:9]1)=[O:7])([CH3:4])([CH3:3])[CH3:2].[C-:29]#[N:30].[Na+], predict the reaction product. The product is: [C:1]([O:5][C:6]([N:8]1[CH2:13][CH2:12][CH:11]([NH:14][S:15]([C:18]2[C:27]3[CH2:26][CH2:25][CH2:24][CH2:23][C:22]=3[C:21]([C:29]#[N:30])=[CH:20][CH:19]=2)(=[O:17])=[O:16])[CH2:10][CH2:9]1)=[O:7])([CH3:4])([CH3:3])[CH3:2]. (2) The product is: [NH2:1][C:7]1[CH2:8][O:9][CH2:10][C:5]([C:12]2[CH:13]=[C:14]([NH:19][C:20]([C:22]3[CH:27]=[CH:26][C:25]([Cl:28])=[CH:24][N:23]=3)=[O:21])[CH:15]=[CH:16][C:17]=2[F:18])([CH:2]2[CH2:4][CH2:3]2)[N:6]=1. Given the reactants [NH3:1].[CH:2]1([C:5]2([C:12]3[CH:13]=[C:14]([NH:19][C:20]([C:22]4[CH:27]=[CH:26][C:25]([Cl:28])=[CH:24][N:23]=4)=[O:21])[CH:15]=[CH:16][C:17]=3[F:18])[CH2:10][O:9][CH2:8][C:7](=S)[NH:6]2)[CH2:4][CH2:3]1.C(OO)CCC, predict the reaction product. (3) Given the reactants CN1C=C(CN(C)C(C2N(C3C=CC(F)=CC=3)C(S)=NC=2)=O)C(C)=N1.[F:26][C:27]1[CH:32]=[CH:31][C:30]([N:33]2[C:37]([C:38]([O:40]CC)=[O:39])=[CH:36][N:35]=[C:34]2[S:43][CH2:44][C:45]2[C:50]([F:51])=[CH:49][CH:48]=[C:47]([F:52])[C:46]=2[F:53])=[CH:29][CH:28]=1.O.[OH-].[Li+].C1COCC1, predict the reaction product. The product is: [F:26][C:27]1[CH:32]=[CH:31][C:30]([N:33]2[C:37]([C:38]([OH:40])=[O:39])=[CH:36][N:35]=[C:34]2[S:43][CH2:44][C:45]2[C:50]([F:51])=[CH:49][CH:48]=[C:47]([F:52])[C:46]=2[F:53])=[CH:29][CH:28]=1. (4) Given the reactants [CH3:1][C:2]1[N:12]=[C:11]2[N:6]([CH2:7][CH2:8][CH2:9][CH:10]2[OH:13])[C:4](=[O:5])[C:3]=1[CH2:14][CH2:15][N:16]1[CH2:21][CH2:20][CH:19]([C:22]2[C:23]3[CH:24]=[CH:25][C:26]([F:31])=[CH:27][C:28]=3[O:29][N:30]=2)[CH2:18][CH2:17]1.[P:32](=[O:36])([OH:35])([OH:34])[OH:33], predict the reaction product. The product is: [CH3:1][C:2]1[N:12]=[C:11]2[N:6]([CH2:7][CH2:8][CH2:9][CH:10]2[OH:13])[C:4](=[O:5])[C:3]=1[CH2:14][CH2:15][N:16]1[CH2:21][CH2:20][CH:19]([C:22]2[C:23]3[CH:24]=[CH:25][C:26]([F:31])=[CH:27][C:28]=3[O:29][N:30]=2)[CH2:18][CH2:17]1.[P:32]([O-:36])([O-:35])([O-:34])=[O:33]. (5) Given the reactants C(Cl)(Cl)[Cl:2].[C:5]([O:8][C:9]1[CH:10]=[C:11]2[C:16](=[CH:17][C:18]=1[O:19][C:20](=[O:22])[CH3:21])[N:15]=[CH:14][NH:13][C:12]2=O)(=[O:7])[CH3:6].S(Cl)(Cl)=O.C[N:29]([CH3:32])C=O, predict the reaction product. The product is: [ClH:2].[C:16]([C:11]1[CH:12]=[C:32]([NH:29][C:12]2[C:11]3[C:16](=[CH:17][C:18]([O:19][C:20](=[O:22])[CH3:21])=[C:9]([O:8][C:5](=[O:7])[CH3:6])[CH:10]=3)[N:15]=[CH:14][N:13]=2)[CH:18]=[CH:9][CH:10]=1)#[CH:17]. (6) Given the reactants [C:1]([O:4][C@@H:5]1[C@@H:10]([O:11][C:12](=[O:14])[CH3:13])[C@H:9]([O:15][C:16](=[O:18])[CH3:17])[C@@H:8]([CH2:19][O:20][C:21](=[O:23])[CH3:22])[O:7][C@H:6]1[C:24]1[CH:29]=[C:28]([CH2:30]Br)[CH:27]=[CH:26][C:25]=1[O:32][CH2:33][CH3:34])(=[O:3])[CH3:2].Cl[C:36]1[CH:45]=[C:44]2[C:38](=[CH:39][CH:40]=[CH:41][CH:42]=[CH:43]2)[C:37]=1[C:46]([O:48][CH3:49])=[O:47].Cl, predict the reaction product. The product is: [CH2:33]([O:32][C:25]1[CH:26]=[CH:27][C:28]([CH2:30][C:36]2[CH:45]=[C:44]3[C:38](=[CH:39][CH:40]=[CH:41][CH:42]=[CH:43]3)[C:37]=2[C:46]([O:48][CH3:49])=[O:47])=[CH:29][C:24]=1[C@H:6]1[C@H:5]([O:4][C:1](=[O:3])[CH3:2])[C@@H:10]([O:11][C:12](=[O:14])[CH3:13])[C@H:9]([O:15][C:16](=[O:18])[CH3:17])[C@@H:8]([CH2:19][O:20][C:21](=[O:23])[CH3:22])[O:7]1)[CH3:34]. (7) Given the reactants Br[C:2]1[N:7]=[C:6]2[S:8][C:9]([CH2:11][O:12][C:13]3[C:14]([F:23])=[C:15]([C:19]([F:22])=[CH:20][CH:21]=3)[C:16]([NH2:18])=[O:17])=[N:10][C:5]2=[CH:4][CH:3]=1.[CH3:24][N:25]1[CH:29]=[CH:28][CH:27]=[C:26]1[Sn](CCCC)(CCCC)CCCC.O, predict the reaction product. The product is: [F:23][C:14]1[C:13]([O:12][CH2:11][C:9]2[S:8][C:6]3[C:5]([N:10]=2)=[CH:4][CH:3]=[C:2]([C:26]2[N:25]([CH3:24])[CH:29]=[CH:28][CH:27]=2)[N:7]=3)=[CH:21][CH:20]=[C:19]([F:22])[C:15]=1[C:16]([NH2:18])=[O:17].